This data is from Forward reaction prediction with 1.9M reactions from USPTO patents (1976-2016). The task is: Predict the product of the given reaction. (1) Given the reactants [CH:1]1([N:6]2[C:15]3[N:14]=[C:13]([NH:16][C:17]4[CH:27]=[CH:26][C:20]([C:21]([O:23]CC)=[O:22])=[CH:19][C:18]=4[O:28][CH3:29])[N:12]=[CH:11][C:10]=3[N:9]([CH3:30])[C:8](=[O:31])[C@H:7]2[CH2:32][CH3:33])[CH2:5][CH2:4][CH2:3][CH2:2]1.[Li+].[OH-], predict the reaction product. The product is: [CH:1]1([N:6]2[C:15]3[N:14]=[C:13]([NH:16][C:17]4[CH:27]=[CH:26][C:20]([C:21]([OH:23])=[O:22])=[CH:19][C:18]=4[O:28][CH3:29])[N:12]=[CH:11][C:10]=3[N:9]([CH3:30])[C:8](=[O:31])[C@H:7]2[CH2:32][CH3:33])[CH2:2][CH2:3][CH2:4][CH2:5]1. (2) Given the reactants [NH2:1][C:2]1[C:18]([O:19][CH3:20])=[CH:17][C:5]2[CH2:6][CH2:7][N:8]([CH2:11][C:12]([N:14]([CH3:16])[CH3:15])=[O:13])[CH2:9][CH2:10][C:4]=2[CH:3]=1.Cl[C:22]1[N:27]=[C:26]([NH:28][C:29]2[CH:34]=[CH:33][C:32]([N:35]3[CH2:40][CH2:39][N:38]([CH3:41])[CH2:37][CH2:36]3)=[C:31]([CH3:42])[CH:30]=2)[C:25]([Cl:43])=[CH:24][N:23]=1, predict the reaction product. The product is: [Cl:43][C:25]1[C:26]([NH:28][C:29]2[CH:34]=[CH:33][C:32]([N:35]3[CH2:36][CH2:37][N:38]([CH3:41])[CH2:39][CH2:40]3)=[C:31]([CH3:42])[CH:30]=2)=[N:27][C:22]([NH:1][C:2]2[C:18]([O:19][CH3:20])=[CH:17][C:5]3[CH2:6][CH2:7][N:8]([CH2:11][C:12]([N:14]([CH3:16])[CH3:15])=[O:13])[CH2:9][CH2:10][C:4]=3[CH:3]=2)=[N:23][CH:24]=1. (3) Given the reactants O.[NH2:2][NH2:3].[Cl:4][C:5]1[CH:10]=[CH:9][C:8]([S:11]([C:14]2[CH:19]=[CH:18][C:17]([N:20]=[C:21]=[S:22])=[CH:16][CH:15]=2)(=[O:13])=[O:12])=[CH:7][C:6]=1[C:23]([F:26])([F:25])[F:24], predict the reaction product. The product is: [Cl:4][C:5]1[CH:10]=[CH:9][C:8]([S:11]([C:14]2[CH:15]=[CH:16][C:17]([NH:20][C:21]([NH:2][NH2:3])=[S:22])=[CH:18][CH:19]=2)(=[O:13])=[O:12])=[CH:7][C:6]=1[C:23]([F:25])([F:26])[F:24]. (4) The product is: [Cl:1][C:2]1[CH:28]=[N:27][C:5]2[N:6]=[C:7]([N:14]3[CH2:15][CH:16]([NH:18][CH3:19])[CH2:17]3)[C:8]3[N:9]([N:10]=[C:11]([CH3:13])[N:12]=3)[C:4]=2[CH:3]=1. Given the reactants [Cl:1][C:2]1[CH:28]=[N:27][C:5]2[N:6]=[C:7]([N:14]3[CH2:17][CH:16]([N:18](C)[C:19](=O)OC(C)(C)C)[CH2:15]3)[C:8]3[N:9]([N:10]=[C:11]([CH3:13])[N:12]=3)[C:4]=2[CH:3]=1.C(O)(C(F)(F)F)=O, predict the reaction product.